From a dataset of Full USPTO retrosynthesis dataset with 1.9M reactions from patents (1976-2016). Predict the reactants needed to synthesize the given product. (1) Given the product [C:11]([O:15][C:16](=[O:17])[NH:1][C:2]1[CH:7]=[C:6]([F:8])[C:5]([F:9])=[CH:4][C:3]=1[NH2:10])([CH3:14])([CH3:13])[CH3:12], predict the reactants needed to synthesize it. The reactants are: [NH2:1][C:2]1[CH:7]=[C:6]([F:8])[C:5]([F:9])=[CH:4][C:3]=1[NH2:10].[C:11]([O:15][C:16](O[C:16]([O:15][C:11]([CH3:14])([CH3:13])[CH3:12])=[O:17])=[O:17])([CH3:14])([CH3:13])[CH3:12]. (2) The reactants are: [C:1]([C@H:4]1[CH2:9][CH2:8][C@H:7]([NH:10][C:11]([O:13][CH2:14][C:15]2[CH:20]=[CH:19][CH:18]=[CH:17][CH:16]=2)=[O:12])[C@H:6]([NH:21][C:22]([O:24][C:25]([CH3:28])([CH3:27])[CH3:26])=[O:23])[CH2:5]1)(O)=[O:2].Cl.[CH3:30][NH:31][CH3:32].Cl.CN(C)CCCN=C=NCC.O.ON1C2C=CC=CC=2N=N1. Given the product [CH2:14]([O:13][C:11]([NH:10][C@H:7]1[CH2:8][CH2:9][C@H:4]([C:1](=[O:2])[N:31]([CH3:32])[CH3:30])[CH2:5][C@H:6]1[NH:21][C:22]([O:24][C:25]([CH3:27])([CH3:26])[CH3:28])=[O:23])=[O:12])[C:15]1[CH:16]=[CH:17][CH:18]=[CH:19][CH:20]=1, predict the reactants needed to synthesize it. (3) Given the product [CH:1]1([N:6]2[CH2:11][CH2:10][N:9]([C:12]([C:14]3[CH:15]=[C:16]4[C:20](=[CH:21][CH:22]=3)[NH:19][C:18]([C:23]([N:51]3[CH2:52][CH2:53][CH:54]([OH:41])[CH2:55][CH2:50]3)=[O:25])=[CH:17]4)=[O:13])[CH2:8][CH2:7]2)[CH2:5][CH2:4][CH2:3][CH2:2]1, predict the reactants needed to synthesize it. The reactants are: [CH:1]1([N:6]2[CH2:11][CH2:10][N:9]([C:12]([C:14]3[CH:15]=[C:16]4[C:20](=[CH:21][CH:22]=3)[NH:19][C:18]([C:23]([OH:25])=O)=[CH:17]4)=[O:13])[CH2:8][CH2:7]2)[CH2:5][CH2:4][CH2:3][CH2:2]1.Cl.F[B-](F)(F)F.N1([O:41]C(N(C)C)=[N+](C)C)C2C=CC=CC=2N=N1.F[CH:50]1[CH2:55][CH:54](F)[CH2:53][CH2:52][NH:51]1.C(N(CC)C(C)C)(C)C. (4) Given the product [Br:1][C:2]1[CH:3]=[C:4]2[CH:11]=[CH:10][N:9]([CH3:12])[C:5]2=[C:6]([O:14][CH3:13])[N:7]=1, predict the reactants needed to synthesize it. The reactants are: [Br:1][C:2]1[CH:3]=[C:4]2[CH:11]=[CH:10][N:9]([CH3:12])[C:5]2=[C:6](Cl)[N:7]=1.[CH3:13][O-:14].[Na+].CO. (5) Given the product [Cl:7][S:8]([C:11]1[S:15][CH:14]=[C:1]([C:2]([Cl:4])=[O:3])[CH:12]=1)(=[O:10])=[O:9], predict the reactants needed to synthesize it. The reactants are: [C:1](Cl)(=O)[C:2]([Cl:4])=[O:3].[Cl:7][S:8]([C:11]1[S:15][CH:14]=C(C(O)=O)[CH:12]=1)(=[O:10])=[O:9].CN(C=O)C. (6) Given the product [F:10][C:7]([F:8])([F:9])[C:6]([N:21]1[CH2:22][CH2:23][C@:16]2([CH3:15])[C:24]([CH3:26])([CH3:25])[C@H:20]1[CH2:19][C:18]1[C:27]([OH:31])=[CH:28][CH:29]=[CH:30][C:17]=12)=[O:11], predict the reactants needed to synthesize it. The reactants are: [F:8][C:7]([F:10])([F:9])[C:6](O[C:6](=[O:11])[C:7]([F:10])([F:9])[F:8])=[O:11].Br.[CH3:15][C@:16]12[C:24]([CH3:26])([CH3:25])[C@H:20]([NH:21][CH2:22][CH2:23]1)[CH2:19][C:18]1[C:27]([OH:31])=[CH:28][CH:29]=[CH:30][C:17]2=1.C(N(CC)CC)C. (7) The reactants are: [Br:1][C:2]1[C:3]([NH:9][CH:10]=[N:11]O)=[N:4][C:5]([Br:8])=[CH:6][N:7]=1.C([O-])(O)=O.[Na+]. Given the product [Br:8][C:5]1[N:4]2[N:11]=[CH:10][N:9]=[C:3]2[C:2]([Br:1])=[N:7][CH:6]=1, predict the reactants needed to synthesize it. (8) Given the product [C:9]1(=[O:12])[C:10]2[C:5](=[CH:4][CH:3]=[CH:2][CH:11]=2)[C:6](=[O:15])[CH:7]=[CH:8]1, predict the reactants needed to synthesize it. The reactants are: O[C:2]1[CH:11]=[C:10]2[C:5]([C:6](=[O:15])[C:7](C)=[C:8](C)[C:9]2=[O:12])=[C:4](C)[CH:3]=1.C1N2CN3CN(C2)CN1C3.